Dataset: Full USPTO retrosynthesis dataset with 1.9M reactions from patents (1976-2016). Task: Predict the reactants needed to synthesize the given product. (1) Given the product [Br:1][C:2]1[C:3]([CH2:12][CH3:13])=[C:4]([N+:9]([O-:11])=[O:10])[C:5]([Cl:21])=[N:6][CH:7]=1, predict the reactants needed to synthesize it. The reactants are: [Br:1][C:2]1[C:3]([CH2:12][CH3:13])=[C:4]([N+:9]([O-:11])=[O:10])[C:5](=O)[NH:6][CH:7]=1.CN(C=O)C.O=P(Cl)(Cl)[Cl:21]. (2) Given the product [NH2:41][C:42]([CH3:44])([CH3:47])[CH2:43][O:16][C:15]1[CH:29]=[CH:30][C:12]([NH:11][C:6](=[O:7])[C:5]2[CH:9]=[CH:10][C:2]([F:1])=[CH:3][CH:4]=2)=[CH:13][C:14]=1[C:31]1[N:32]([CH3:37])[N:33]=[CH:34][C:35]=1[Br:36], predict the reactants needed to synthesize it. The reactants are: [F:1][C:2]1[CH:10]=[CH:9][C:5]([C:6](Cl)=[O:7])=[CH:4][CH:3]=1.[NH2:11][C:12]1[CH:30]=[CH:29][C:15]([O:16]N(C(C)(C)C)C(=O)OC(C)(C)C)=[C:14]([C:31]2[N:32]([CH3:37])[N:33]=[CH:34][C:35]=2[Br:36])[CH:13]=1.C([N:41](CC)[CH:42]([CH3:44])[CH3:43])(C)C.[C:47](O)(C(F)(F)F)=O.